This data is from Reaction yield outcomes from USPTO patents with 853,638 reactions. The task is: Predict the reaction yield, written as a fraction of the theoretical maximum amount of product (1.0 means a 100% yield; for example, 0.34 means a 34% yield). (1) The reactants are Cl[C:2]1[C:7]([C:8]#[N:9])=[C:6]([Cl:10])[N:5]=[C:4]([S:11][CH3:12])[N:3]=1.[NH2:13][C:14]1[CH:19]=[CH:18][CH:17]=[CH:16][CH:15]=1. The catalyst is CCO.CCOCC. The product is [Cl:10][C:6]1[C:7]([C:8]#[N:9])=[C:2]([NH:13][C:14]2[CH:19]=[CH:18][CH:17]=[CH:16][CH:15]=2)[N:3]=[C:4]([S:11][CH3:12])[N:5]=1. The yield is 0.590. (2) The yield is 0.710. The reactants are Cl[C:2]1[C:7]([Cl:8])=[N:6][CH:5]=[CH:4][N:3]=1.[CH2:9]([N:16]1[CH2:21][CH2:20][NH:19][CH:18]([CH2:22][CH3:23])[CH2:17]1)[C:10]1[CH:15]=[CH:14][CH:13]=[CH:12][CH:11]=1.C([O-])([O-])=O.[K+].[K+]. The product is [CH2:9]([N:16]1[CH2:21][CH2:20][N:19]([C:2]2[C:7]([Cl:8])=[N:6][CH:5]=[CH:4][N:3]=2)[CH:18]([CH2:22][CH3:23])[CH2:17]1)[C:10]1[CH:11]=[CH:12][CH:13]=[CH:14][CH:15]=1. The catalyst is CN(C=O)C. (3) The reactants are [C:1]([C:5]1[CH:10]=[CH:9][C:8]([CH:11]([CH2:22][C:23]2[CH:28]=[CH:27][C:26]([N+:29]([O-:31])=[O:30])=[CH:25][CH:24]=2)[C:12]([NH:14][C:15]2[CH:20]=[CH:19][C:18](I)=[CH:17][CH:16]=2)=[O:13])=[CH:7][CH:6]=1)([CH3:4])([CH3:3])[CH3:2].O.[O:33]1[C:37](B(O)O)=[CH:36][C:35]2[CH:41]=[CH:42][CH:43]=[CH:44][C:34]1=2.C(=O)([O-])[O-].[Na+].[Na+]. The catalyst is COCCOC.C(O)C.CC1C=CC=CC=1[P](C1C=CC=CC=1C)([Pd](Cl)(Cl)[P](C1=C(C)C=CC=C1)(C1C=CC=CC=1C)C1C=CC=CC=1C)C1C=CC=CC=1C. The product is [O:33]1[C:34]2=[CH:44][CH:43]=[CH:42][C:41]2=[CH:35][CH:36]=[C:37]1[C:20]1[CH:19]=[CH:18][CH:17]=[CH:16][C:15]=1[NH:14][C:12](=[O:13])[CH:11]([C:8]1[CH:9]=[CH:10][C:5]([C:1]([CH3:2])([CH3:3])[CH3:4])=[CH:6][CH:7]=1)[CH2:22][C:23]1[CH:24]=[CH:25][C:26]([N+:29]([O-:31])=[O:30])=[CH:27][CH:28]=1. The yield is 0.800. (4) The reactants are [O:1]=[C:2]1[CH2:8][CH2:7][CH2:6][NH:5][CH2:4][CH2:3]1.Cl.[OH-].[Na+].[C:12]([O:16][C:17](OC([O-])=O)=[O:18])([CH3:15])([CH3:14])[CH3:13]. The catalyst is CC(O)(C)C.O. The product is [C:12]([O:16][C:17]([N:5]1[CH2:6][CH2:7][CH2:8][C:2](=[O:1])[CH2:3][CH2:4]1)=[O:18])([CH3:15])([CH3:14])[CH3:13]. The yield is 0.840. (5) The reactants are C([O:5][C:6]([CH:8]1[CH:12]([C:13]2[CH:18]=[CH:17][CH:16]=[C:15]([Cl:19])[C:14]=2[F:20])[C:11]([C:23]2[CH:28]=[CH:27][C:26]([Cl:29])=[CH:25][C:24]=2[F:30])([C:21]#[N:22])[CH:10]([CH2:31][C:32]([CH3:47])([CH3:46])[CH2:33][CH2:34][O:35][CH2:36][CH2:37][O:38][Si](C(C)(C)C)(C)C)[NH:9]1)=[O:7])(C)(C)C.[F:48][C:49]([F:54])([F:53])[C:50]([OH:52])=[O:51]. The catalyst is ClCCl. The product is [F:48][C:49]([F:54])([F:53])[C:50]([OH:52])=[O:51].[Cl:19][C:15]1[C:14]([F:20])=[C:13]([CH:12]2[C:11]([C:23]3[CH:28]=[CH:27][C:26]([Cl:29])=[CH:25][C:24]=3[F:30])([C:21]#[N:22])[CH:10]([CH2:31][C:32]([CH3:47])([CH3:46])[CH2:33][CH2:34][O:35][CH2:36][CH2:37][O:38][C:50](=[O:51])[C:49]([F:54])([F:53])[F:48])[NH:9][CH:8]2[C:6]([OH:5])=[O:7])[CH:18]=[CH:17][CH:16]=1. The yield is 0.970. (6) The reactants are Br[C:2]1[CH:3]=[C:4]2[C:8](=[CH:9][CH:10]=1)[N:7]([CH2:11][C:12]1[CH:17]=[CH:16][C:15]([CH3:18])=[CH:14][CH:13]=1)[CH:6]=[CH:5]2.[C:19]1(B(O)O)[CH:24]=[CH:23][CH:22]=[CH:21][CH:20]=1.C(=O)([O-])[O-].[K+].[K+].C(Cl)Cl. The catalyst is O.O1CCOCC1.O. The product is [CH3:18][C:15]1[CH:16]=[CH:17][C:12]([CH2:11][N:7]2[C:8]3[C:4](=[CH:3][C:2]([C:19]4[CH:24]=[CH:23][CH:22]=[CH:21][CH:20]=4)=[CH:10][CH:9]=3)[CH:5]=[CH:6]2)=[CH:13][CH:14]=1. The yield is 0.490. (7) The reactants are [NH2:1][C:2]1[CH:10]=[CH:9][CH:8]=[C:7](Cl)[C:3]=1[C:4]([OH:6])=[O:5].Cl[C:13](OCC)=[O:14].C([Cl:21])(=O)C. The catalyst is O1CCOCC1. The product is [Cl:21][C:8]1[CH:7]=[C:3]2[C:4]([O:6][C:13](=[O:14])[NH:1][C:2]2=[CH:10][CH:9]=1)=[O:5]. The yield is 0.970. (8) The reactants are [CH3:1][C:2]1[CH:7]=[CH:6][C:5]([S:8]([O:11][CH2:12][C@H:13]2[CH:22]=[CH:21][C:20]3[C:15](=[C:16]([C:24]4[CH:29]=[CH:28][CH:27]=[CH:26][C:25]=4[C:30]4[CH:35]=[CH:34][CH:33]=[CH:32][CH:31]=4)[CH:17]=[C:18]([F:23])[CH:19]=3)[O:14]2)(=[O:10])=[O:9])=[CH:4][CH:3]=1. The catalyst is C(O)C.C(OCC)(=O)C.[Pt](=O)=O. The product is [CH3:1][C:2]1[CH:3]=[CH:4][C:5]([S:8]([O:11][CH2:12][C@H:13]2[CH2:22][CH2:21][C:20]3[C:15](=[C:16]([C:24]4[CH:29]=[CH:28][CH:27]=[CH:26][C:25]=4[C:30]4[CH:35]=[CH:34][CH:33]=[CH:32][CH:31]=4)[CH:17]=[C:18]([F:23])[CH:19]=3)[O:14]2)(=[O:9])=[O:10])=[CH:6][CH:7]=1. The yield is 0.960.